Predict which catalyst facilitates the given reaction. From a dataset of Catalyst prediction with 721,799 reactions and 888 catalyst types from USPTO. (1) Reactant: Cl[C:2]1[C:11]2[C:6](=[N:7][CH:8]=[C:9]([N+:12]([O-:14])=[O:13])[CH:10]=2)[N:5]=[CH:4][C:3]=1[C:15]#[N:16].[Br:17][C:18]1[CH:19]=[C:20]([CH:22]=[CH:23][CH:24]=1)[NH2:21]. Product: [Br:17][C:18]1[CH:19]=[C:20]([NH:21][C:2]2[C:11]3[C:6](=[N:7][CH:8]=[C:9]([N+:12]([O-:14])=[O:13])[CH:10]=3)[N:5]=[CH:4][C:3]=2[C:15]#[N:16])[CH:22]=[CH:23][CH:24]=1. The catalyst class is: 32. (2) Reactant: CC([CH:5]1[C:11]2[CH:12]=[CH:13][C:14]([C:16]3[N:20]=[C:19]([C:21]4[CH:26]=[CH:25][C:24]([C:27]5[CH:32]=[CH:31][CH:30]=[CH:29][CH:28]=5)=[C:23]([C:33]([F:36])([F:35])[F:34])[CH:22]=4)[O:18][N:17]=3)=[CH:15][C:10]=2[CH2:9][CH2:8][N:7](C([O-])=O)[CH2:6]1)(C)C.[ClH:40]. Product: [ClH:40].[F:36][C:33]([F:34])([F:35])[C:23]1[CH:22]=[C:21]([C:19]2[O:18][N:17]=[C:16]([C:14]3[CH:13]=[CH:12][C:11]4[CH2:5][CH2:6][NH:7][CH2:8][CH2:9][C:10]=4[CH:15]=3)[N:20]=2)[CH:26]=[CH:25][C:24]=1[C:27]1[CH:28]=[CH:29][CH:30]=[CH:31][CH:32]=1. The catalyst class is: 12. (3) Reactant: [O:1]1[CH:5]=[CH:4][CH:3]=[C:2]1[CH:6]=O.[NH2:8][C:9]1[CH:14]=[C:13]([C:15]([F:18])([F:17])[F:16])[CH:12]=[CH:11][C:10]=1[C:19]([N:21]([CH2:35][CH:36]([CH3:38])[CH3:37])[CH:22]1[CH2:27][CH2:26][CH2:25][N:24](C(OC(C)(C)C)=O)[CH2:23]1)=[O:20].C(O[BH-](OC(=O)C)OC(=O)C)(=O)C.[Na+].C(=O)([O-])O.[Na+]. Product: [O:1]1[CH:5]=[CH:4][CH:3]=[C:2]1[CH2:6][NH:8][C:9]1[CH:14]=[C:13]([C:15]([F:18])([F:16])[F:17])[CH:12]=[CH:11][C:10]=1[C:19]([N:21]([CH2:35][CH:36]([CH3:38])[CH3:37])[CH:22]1[CH2:27][CH2:26][CH2:25][NH:24][CH2:23]1)=[O:20]. The catalyst class is: 15. (4) Reactant: [CH3:1][O:2][C:3](=[O:20])[C:4]1[CH:9]=[C:8]([Cl:10])[CH:7]=[CH:6][C:5]=1[N:11]=[CH:12][C:13]1[CH:18]=[CH:17][CH:16]=[C:15]([Br:19])[CH:14]=1.O.[O-]S(C(F)(F)F)(=O)=O.[Yb+3].[O-]S(C(F)(F)F)(=O)=O.[O-]S(C(F)(F)F)(=O)=O.[CH:47](=[O:51])[CH:48]([CH3:50])[CH3:49].O. Product: [CH3:1][O:2][C:3]([C:4]1[CH:9]=[C:8]([Cl:10])[CH:7]=[C:6]2[C:5]=1[NH:11][CH:12]([C:13]1[CH:18]=[CH:17][CH:16]=[C:15]([Br:19])[CH:14]=1)[C:48]([CH3:50])([CH3:49])[CH:47]2[OH:51])=[O:20]. The catalyst class is: 7. (5) Reactant: C[O:2][C:3](=[O:57])[CH2:4][CH2:5][CH2:6][CH2:7][C:8]([N:10]1[CH2:15][CH2:14][N:13]([C:16](=[O:56])[C@@H:17]([NH:42][S:43]([C:46]2[CH:55]=[CH:54][C:53]3[C:48](=[CH:49][CH:50]=[CH:51][CH:52]=3)[CH:47]=2)(=[O:45])=[O:44])[CH2:18][CH2:19][CH2:20][NH:21]/[C:22](/[NH2:41])=[N:23]/[S:24]([C:27]2[C:28]([CH3:40])=[C:29]([CH3:39])[C:30]3[O:34][C:33]([CH3:36])([CH3:35])[CH2:32][C:31]=3[C:37]=2[CH3:38])(=[O:26])=[O:25])[CH2:12][CH2:11]1)=[O:9].[Li+].[OH-]. Product: [NH2:41]/[C:22](/[NH:21][CH2:20][CH2:19][CH2:18][C@H:17]([NH:42][S:43]([C:46]1[CH:55]=[CH:54][C:53]2[C:48](=[CH:49][CH:50]=[CH:51][CH:52]=2)[CH:47]=1)(=[O:45])=[O:44])[C:16]([N:13]1[CH2:12][CH2:11][N:10]([C:8](=[O:9])[CH2:7][CH2:6][CH2:5][CH2:4][C:3]([OH:57])=[O:2])[CH2:15][CH2:14]1)=[O:56])=[N:23]\[S:24]([C:27]1[C:28]([CH3:40])=[C:29]([CH3:39])[C:30]2[O:34][C:33]([CH3:36])([CH3:35])[CH2:32][C:31]=2[C:37]=1[CH3:38])(=[O:25])=[O:26]. The catalyst class is: 20. (6) Reactant: FC(F)(F)C(O)=O.[NH2:8][C@@H:9]([CH3:44])[C:10]([NH:12][C@@H:13]([CH2:37][C:38]1[CH:43]=[CH:42][CH:41]=[CH:40][CH:39]=1)[C:14]([NH:16][C@@H:17]([CH2:30][C:31]1[CH:36]=[CH:35][CH:34]=[CH:33][CH:32]=1)[C:18](=[O:29])[C:19]([NH:21][CH2:22][C:23]1[CH:28]=[CH:27][CH:26]=[CH:25][CH:24]=1)=[O:20])=[O:15])=[O:11].[CH3:45][N:46]1[C:50]([C:51](O)=[O:52])=[CH:49][C:48]([CH3:54])=[N:47]1.CN(C(ON1N=NC2C=CC=NC1=2)=[N+](C)C)C.F[P-](F)(F)(F)(F)F.C(N(CC)C(C)C)(C)C. Product: [CH2:30]([C@H:17]([NH:16][C:14]([C@@H:13]([NH:12][C:10]([C@@H:9]([NH:8][C:51]([C:50]1[N:46]([CH3:45])[N:47]=[C:48]([CH3:54])[CH:49]=1)=[O:52])[CH3:44])=[O:11])[CH2:37][C:38]1[CH:43]=[CH:42][CH:41]=[CH:40][CH:39]=1)=[O:15])[C:18]([C:19](=[O:20])[NH:21][CH2:22][C:23]1[CH:24]=[CH:25][CH:26]=[CH:27][CH:28]=1)=[O:29])[C:31]1[CH:36]=[CH:35][CH:34]=[CH:33][CH:32]=1. The catalyst class is: 3. (7) Reactant: OC(C(F)(F)F)=O.[OH:8][C@H:9]1[C@H:14]([N:15]2[CH2:19][CH2:18][CH2:17][C:16]2=[O:20])[CH2:13][CH2:12][NH:11][CH2:10]1.CCN(C(C)C)C(C)C.[Cl:30][C:31]1[N:35]2[CH:36]=[C:37]([C:44]3[CH:48]=[CH:47][O:46][CH:45]=3)[CH:38]=[C:39]([C:40]([F:43])([F:42])[F:41])[C:34]2=[N:33][C:32]=1[C:49](O)=[O:50].CN(C(ON1N=NC2C=CC=NC1=2)=[N+](C)C)C.F[P-](F)(F)(F)(F)F. Product: [Cl:30][C:31]1[N:35]2[CH:36]=[C:37]([C:44]3[CH:48]=[CH:47][O:46][CH:45]=3)[CH:38]=[C:39]([C:40]([F:42])([F:41])[F:43])[C:34]2=[N:33][C:32]=1[C:49]([N:11]1[CH2:12][CH2:13][C@@H:14]([N:15]2[CH2:19][CH2:18][CH2:17][C:16]2=[O:20])[C@H:9]([OH:8])[CH2:10]1)=[O:50]. The catalyst class is: 31.